Task: Predict the reactants needed to synthesize the given product.. Dataset: Full USPTO retrosynthesis dataset with 1.9M reactions from patents (1976-2016) (1) Given the product [Br:50][C:47]1[CH:48]=[CH:49][C:43]2[N:42]=[C:41]([CH:37]3[CH2:38][CH2:39][CH2:40][NH:36]3)[NH:45][C:44]=2[CH:46]=1, predict the reactants needed to synthesize it. The reactants are: COC(=O)NC(C(N1CCCC1C1NC(C2C=CC(Br)=CC=2)=CN=1)=O)C(C)C.C(OC([N:36]1[CH2:40][CH2:39][CH2:38][CH:37]1[C:41]1[NH:45][C:44]2[CH:46]=[C:47]([Br:50])[CH:48]=[CH:49][C:43]=2[N:42]=1)=O)(C)(C)C. (2) The reactants are: [Cl:1][C:2]1[C:7]([Cl:8])=[CH:6][CH:5]=[CH:4][C:3]=1[OH:9].[Br:10][CH2:11][CH2:12]O. Given the product [Br:10][CH2:11][CH2:12][O:9][C:3]1[CH:4]=[CH:5][CH:6]=[C:7]([Cl:8])[C:2]=1[Cl:1], predict the reactants needed to synthesize it.